Task: Predict the reaction yield, written as a fraction of the theoretical maximum amount of product (1.0 means a 100% yield; for example, 0.34 means a 34% yield).. Dataset: Reaction yield outcomes from USPTO patents with 853,638 reactions (1) The reactants are [CH3:1][O:2][C:3]1[CH:11]=[CH:10][CH:9]=[CH:8][C:4]=1[CH2:5][CH2:6][NH2:7].[C:12](Cl)(Cl)=[S:13].O. The catalyst is C(OCC)C. The product is [CH3:1][O:2][C:3]1[CH:11]=[CH:10][CH:9]=[CH:8][C:4]=1[CH2:5][CH2:6][N:7]=[C:12]=[S:13]. The yield is 0.710. (2) The reactants are [CH3:1][C:2]1[CH:9]=[CH:8][C:5]([C:6]#[N:7])=[CH:4][N:3]=1.II.CSC.C(=O)(O)[O-:16].[Na+]. The catalyst is CS(C)=O. The product is [CH:1]([C:2]1[CH:9]=[CH:8][C:5]([C:6]#[N:7])=[CH:4][N:3]=1)=[O:16]. The yield is 0.500. (3) The reactants are C[Si]([Br:5])(C)C.[Cl:6][C:7]1[CH:8]=[C:9]([CH:12]=[C:13]([Cl:26])[C:14]=1[C:15]1[S:16][C:17]2[C:18](Cl)=[N:19][CH:20]=[C:21]([F:24])[C:22]=2[N:23]=1)[C:10]#[N:11].C([O-])(O)=O.[Na+]. The catalyst is C(#N)CC. The product is [Br:5][C:18]1[C:17]2[S:16][C:15]([C:14]3[C:7]([Cl:6])=[CH:8][C:9]([C:10]#[N:11])=[CH:12][C:13]=3[Cl:26])=[N:23][C:22]=2[C:21]([F:24])=[CH:20][N:19]=1. The yield is 0.900. (4) The reactants are [C:1]1([C@@H:7]2[CH2:9][C@H:8]2[NH:10][CH2:11][CH:12]2[CH2:17][CH2:16][N:15]([C:18]([O:20][C:21]([CH3:24])([CH3:23])[CH3:22])=[O:19])[CH2:14][CH2:13]2)[CH:6]=[CH:5][CH:4]=[CH:3][CH:2]=1.C(N(CC)CC)C.[F:32][C:33]([F:44])([F:43])[C:34](O[C:34](=[O:35])[C:33]([F:44])([F:43])[F:32])=[O:35].C([O-])([O-])=O.[Na+].[Na+]. The catalyst is C(Cl)(Cl)Cl.ClCCl. The product is [F:32][C:33]([F:44])([F:43])[C:34]([N:10]([CH2:11][CH:12]1[CH2:17][CH2:16][N:15]([C:18]([O:20][C:21]([CH3:24])([CH3:23])[CH3:22])=[O:19])[CH2:14][CH2:13]1)[C@@H:8]1[CH2:9][C@H:7]1[C:1]1[CH:6]=[CH:5][CH:4]=[CH:3][CH:2]=1)=[O:35]. The yield is 0.860.